From a dataset of Forward reaction prediction with 1.9M reactions from USPTO patents (1976-2016). Predict the product of the given reaction. (1) Given the reactants CC1C=CC(S(O[CH2:12][C@H:13]2[CH2:22][CH2:21][C:20]3[C:15](=[C:16]([C:23]4[C:28]([Cl:29])=[CH:27][CH:26]=[CH:25][C:24]=4[Cl:30])[CH:17]=[CH:18][CH:19]=3)[O:14]2)(=O)=O)=CC=1.[N-:31]=[N+:32]=[N-:33].[Na+], predict the reaction product. The product is: [Cl:30][C:24]1[CH:25]=[CH:26][CH:27]=[C:28]([Cl:29])[C:23]=1[C:16]1[CH:17]=[CH:18][CH:19]=[C:20]2[C:15]=1[O:14][C@@H:13]([CH2:12][N:31]=[N+:32]=[N-:33])[CH2:22][CH2:21]2. (2) Given the reactants [CH:1]([C:4]1[CH:5]=[CH:6][C:7]([S:10]([NH:13][C:14]2[C:19]([O:20][C:21]3[CH:26]=[CH:25][CH:24]=[CH:23][C:22]=3[O:27][CH3:28])=[C:18](Cl)[N:17]=[C:16]([C:30]3[CH:35]=[CH:34][N:33]=[CH:32][CH:31]=3)[N:15]=2)(=[O:12])=[O:11])=[N:8][CH:9]=1)([CH3:3])[CH3:2].[O:36]([CH2:43][C:44]#[C:45][CH2:46][OH:47])[C:37]1[CH:42]=[CH:41][CH:40]=[CH:39][CH:38]=1.C1(OCC#C)C=CC=CC=1.C=O.[H-].[Na+], predict the reaction product. The product is: [NH3:8].[CH:1]([C:4]1[CH:5]=[CH:6][C:7]([S:10]([NH:13][C:14]2[C:19]([O:20][C:21]3[CH:26]=[CH:25][CH:24]=[CH:23][C:22]=3[O:27][CH3:28])=[C:18]([O:47][CH2:46][C:45]#[C:44][CH2:43][O:36][C:37]3[CH:42]=[CH:41][CH:40]=[CH:39][CH:38]=3)[N:17]=[C:16]([C:30]3[CH:35]=[CH:34][N:33]=[CH:32][CH:31]=3)[N:15]=2)(=[O:12])=[O:11])=[N:8][CH:9]=1)([CH3:3])[CH3:2].